This data is from Catalyst prediction with 721,799 reactions and 888 catalyst types from USPTO. The task is: Predict which catalyst facilitates the given reaction. (1) Reactant: [F:1][C:2]1[C:7]([CH:8]=[O:9])=[CH:6][CH:5]=[CH:4][N:3]=1.[BH4-].[Na+]. Product: [F:1][C:2]1[C:7]([CH2:8][OH:9])=[CH:6][CH:5]=[CH:4][N:3]=1. The catalyst class is: 8. (2) Reactant: [CH2:1]([C:3]1[C:11]2[C:10]([N:12]3[CH2:17][CH2:16][CH:15]([NH:18][C:19](=[O:26])[C:20]4[CH:25]=[CH:24][CH:23]=[CH:22][CH:21]=4)[CH2:14][CH2:13]3)=[N:9][CH:8]=[N:7][C:6]=2[N:5](S(C2C=CC=CC=2)(=O)=O)[CH:4]=1)[CH3:2].C(=O)([O-])[O-].[Cs+].[Cs+]. Product: [CH2:1]([C:3]1[C:11]2[C:6]([NH:7][CH:8]=[N:9][C:10]=2[N:12]2[CH2:17][CH2:16][CH:15]([NH:18][C:19](=[O:26])[C:20]3[CH:21]=[CH:22][CH:23]=[CH:24][CH:25]=3)[CH2:14][CH2:13]2)=[N:5][CH:4]=1)[CH3:2]. The catalyst class is: 92. (3) Reactant: Br[C:2]1[CH:21]=[CH:20][CH:19]=[CH:18][C:3]=1[CH2:4][N:5]1[CH2:10][CH2:9][N:8]([C:11]([O:13][C:14]([CH3:17])([CH3:16])[CH3:15])=[O:12])[CH2:7][CH2:6]1.[Cl:22][C:23]1[CH:28]=[CH:27][C:26](B(O)O)=[CH:25][CH:24]=1.[F-].[Cs+]. Product: [Cl:22][C:23]1[CH:28]=[CH:27][C:26]([C:2]2[CH:21]=[CH:20][CH:19]=[CH:18][C:3]=2[CH2:4][N:5]2[CH2:10][CH2:9][N:8]([C:11]([O:13][C:14]([CH3:17])([CH3:16])[CH3:15])=[O:12])[CH2:7][CH2:6]2)=[CH:25][CH:24]=1. The catalyst class is: 57. (4) Reactant: [NH2:1][C:2]1[CH:7]=[CH:6][CH:5]=[CH:4][C:3]=1[NH:8][CH:9]1[CH2:14][CH2:13][N:12]([C:15]([O:17][C:18]([CH3:21])([CH3:20])[CH3:19])=[O:16])[CH2:11][CH2:10]1.[N:22]#[C:23]Br.C(Cl)Cl.CO. Product: [NH:22]=[C:23]1[N:8]([CH:9]2[CH2:10][CH2:11][N:12]([C:15]([O:17][C:18]([CH3:21])([CH3:20])[CH3:19])=[O:16])[CH2:13][CH2:14]2)[C:3]2[CH:4]=[CH:5][CH:6]=[CH:7][C:2]=2[NH:1]1. The catalyst class is: 8. (5) Reactant: [C:1]([C:8]1[C:14](O)=[CH:13][CH:12]=[CH:11][C:9]=1[OH:10])(=O)[CH2:2][CH2:3][CH2:4][CH2:5][CH3:6].Cl.C([OH:19])C. Product: [CH3:6][CH2:5][CH2:4][CH2:3][CH2:2][CH2:1][C:8]1[CH:14]=[CH:13][C:12]([OH:19])=[CH:11][C:9]=1[OH:10]. The catalyst class is: 401.